From a dataset of Catalyst prediction with 721,799 reactions and 888 catalyst types from USPTO. Predict which catalyst facilitates the given reaction. Reactant: O[C:2]1[N:3]=[CH:4][C:5]([C:8]([OH:10])=O)=[N:6][CH:7]=1.S(Cl)([Cl:13])=O.C(N(C(C)C)CC)(C)C.[C:24]([O:28][C:29]([NH:31][C:32]1[CH:37]=[CH:36][CH:35]=[CH:34][C:33]=1[NH2:38])=[O:30])([CH3:27])([CH3:26])[CH3:25].C(=O)(O)[O-].[Na+]. Product: [C:24]([O:28][C:29]([NH:31][C:32]1[CH:37]=[CH:36][CH:35]=[CH:34][C:33]=1[NH:38][C:8]([C:5]1[CH:4]=[N:3][C:2]([Cl:13])=[CH:7][N:6]=1)=[O:10])=[O:30])([CH3:27])([CH3:25])[CH3:26]. The catalyst class is: 120.